The task is: Regression. Given a peptide amino acid sequence and an MHC pseudo amino acid sequence, predict their binding affinity value. This is MHC class I binding data.. This data is from Peptide-MHC class I binding affinity with 185,985 pairs from IEDB/IMGT. (1) The peptide sequence is QLAGYILTV. The MHC is HLA-A02:12 with pseudo-sequence HLA-A02:12. The binding affinity (normalized) is 0.872. (2) The peptide sequence is KPAVSSDSDI. The MHC is HLA-B07:02 with pseudo-sequence HLA-B07:02. The binding affinity (normalized) is 0.168.